From a dataset of Full USPTO retrosynthesis dataset with 1.9M reactions from patents (1976-2016). Predict the reactants needed to synthesize the given product. Given the product [C:1]([O:5][C@@H:6]([C:12]1[C:21]([CH3:22])=[CH:20][C:19]2[C:14](=[CH:15][CH:16]=[C:17]([Cl:23])[CH:18]=2)[C:13]=1[OH:24])[C:7]([O:9][CH2:10][CH3:11])=[O:8])([CH3:3])([CH3:2])[CH3:4], predict the reactants needed to synthesize it. The reactants are: [C:1]([O:5][C@@H:6]([C:12]1[C:21]([CH3:22])=[CH:20][C:19]2[C:14](=[CH:15][CH:16]=[C:17]([Cl:23])[CH:18]=2)[C:13]=1[O:24]S(C(F)(F)F)(=O)=O)[C:7]([O:9][CH2:10][CH3:11])=[O:8])([CH3:4])([CH3:3])[CH3:2].[F-].C([N+](CCCC)(CCCC)CCCC)CCC.